This data is from Full USPTO retrosynthesis dataset with 1.9M reactions from patents (1976-2016). The task is: Predict the reactants needed to synthesize the given product. (1) Given the product [CH3:13][O:14][CH:15]1[CH2:20][CH2:19][CH:18]([C:21]([Cl:27])=[O:23])[CH2:17][CH2:16]1, predict the reactants needed to synthesize it. The reactants are: [SiH3]CC(N)=O.CN1CCOCC1.[CH3:13][O:14][CH:15]1[CH2:20][CH2:19][CH:18]([C:21]([OH:23])=O)[CH2:17][CH2:16]1.C(Cl)(=O)C([Cl:27])=O. (2) Given the product [Br:1][C:2]1[C:3]2[N:4]([CH:11]=[CH:12][N:9]=2)[N:5]=[C:6]([Cl:8])[CH:7]=1, predict the reactants needed to synthesize it. The reactants are: [Br:1][C:2]1[CH:7]=[C:6]([Cl:8])[N:5]=[N:4][C:3]=1[NH2:9].Cl[CH2:11][CH:12](OCC)OCC.CC1C=CC(S(O)(=O)=O)=CC=1.